Dataset: Catalyst prediction with 721,799 reactions and 888 catalyst types from USPTO. Task: Predict which catalyst facilitates the given reaction. (1) The catalyst class is: 52. Reactant: [NH2:1][CH2:2][CH2:3][CH2:4][NH:5][C:6]1[C:15]2[C:10](=[CH:11][CH:12]=[CH:13][CH:14]=2)[C:9](=[O:16])[NH:8][N:7]=1.CN(C=O)C.[CH3:22][C:23]1[N:28]([CH3:29])[N:27]([C:30]2[CH:35]=[CH:34][CH:33]=[CH:32][CH:31]=2)[C:25](=[O:26])[C:24]=1[CH:36]=O. Product: [CH3:29][N:28]1[C:23]([CH3:22])=[C:24]([CH:36]=[N:1][CH2:2][CH2:3][CH2:4][NH:5][C:6]2[C:15]3[C:10](=[CH:11][CH:12]=[CH:13][CH:14]=3)[C:9](=[O:16])[NH:8][N:7]=2)[C:25](=[O:26])[N:27]1[C:30]1[CH:35]=[CH:34][CH:33]=[CH:32][CH:31]=1. (2) Reactant: [CH:1]([N:4]1[C:9](=[O:10])[CH:8]=[CH:7][C:6]([C:11]2[CH:12]=[CH:13][C:14]([O:23][CH2:24][C:25]([NH2:27])=O)=[N:15][C:16]=2[C:17]2[CH:22]=[CH:21][CH:20]=[CH:19][CH:18]=2)=[N:5]1)([CH3:3])[CH3:2].COOC(OOC)[N:32]([CH3:34])C.O.[NH2:39]N.C([O-])(O)=O.[Na+]. Product: [CH:1]([N:4]1[C:9](=[O:10])[CH:8]=[CH:7][C:6]([C:11]2[C:16]([C:17]3[CH:22]=[CH:21][CH:20]=[CH:19][CH:18]=3)=[N:15][C:14]([O:23][CH2:24][C:25]3[NH:27][N:32]=[CH:34][N:39]=3)=[CH:13][CH:12]=2)=[N:5]1)([CH3:3])[CH3:2]. The catalyst class is: 52.